This data is from Full USPTO retrosynthesis dataset with 1.9M reactions from patents (1976-2016). The task is: Predict the reactants needed to synthesize the given product. (1) The reactants are: [CH2:1]([N:8]1[C:13]([CH3:14])=[CH:12][C:11]([O:15][CH2:16][C:17]2[CH:24]=[CH:23][CH:22]=[CH:21][C:18]=2[C:19]#[N:20])=[C:10]([CH3:25])[C:9]1=[O:26])[C:2]1[CH:7]=[CH:6][CH:5]=[CH:4][CH:3]=1.B.C1COCC1. Given the product [NH2:20][CH2:19][C:18]1[CH:21]=[CH:22][CH:23]=[CH:24][C:17]=1[CH2:16][O:15][C:11]1[CH:12]=[C:13]([CH3:14])[N:8]([CH2:1][C:2]2[CH:7]=[CH:6][CH:5]=[CH:4][CH:3]=2)[C:9](=[O:26])[C:10]=1[CH3:25], predict the reactants needed to synthesize it. (2) Given the product [CH3:26][C:25]1([CH3:27])[C:22]([CH3:23])([CH3:24])[O:21][B:20]([C:17]2[CH:16]=[CH:15][C:14]([CH2:13][N:3]3[C:11]4[C:6](=[CH:7][CH:8]=[CH:9][CH:10]=4)[CH:5]=[CH:4]3)=[CH:19][CH:18]=2)[O:28]1, predict the reactants needed to synthesize it. The reactants are: [H-].[Na+].[NH:3]1[C:11]2[C:6](=[CH:7][CH:8]=[CH:9][CH:10]=2)[CH:5]=[CH:4]1.Br[CH2:13][C:14]1[CH:19]=[CH:18][C:17]([B:20]2[O:28][C:25]([CH3:27])([CH3:26])[C:22]([CH3:24])([CH3:23])[O:21]2)=[CH:16][CH:15]=1. (3) Given the product [NH2:34][C:35]1[C:40]([C:41]([NH2:42])=[O:9])=[C:39]([N:43]2[CH2:44][CH2:45][CH:46]([C:49]3[N:50]([CH2:64][CH2:65][N:66]4[CH2:67][CH2:68][CH2:69]4)[CH:51]=[C:52]([C:54]4[CH:59]=[CH:58][CH:57]=[C:56]([S:60]([CH3:63])(=[O:61])=[O:62])[CH:55]=4)[N:53]=3)[CH2:47][CH2:48]2)[N:38]=[CH:37][N:36]=1, predict the reactants needed to synthesize it. The reactants are: NC1C(C(N)=[O:9])=C(N2CCC(C3N(C)C=C(C4C=CC(F)=C(C(F)(F)F)C=4)N=3)CC2)N=CN=1.[NH2:34][C:35]1[C:40]([C:41]#[N:42])=[C:39]([N:43]2[CH2:48][CH2:47][CH:46]([C:49]3[N:50]([CH2:64][CH2:65][N:66]4[CH2:69][CH2:68][CH2:67]4)[CH:51]=[C:52]([C:54]4[CH:59]=[CH:58][CH:57]=[C:56]([S:60]([CH3:63])(=[O:62])=[O:61])[CH:55]=4)[N:53]=3)[CH2:45][CH2:44]2)[N:38]=[CH:37][N:36]=1. (4) Given the product [CH:6]1([C:9]2[CH:10]=[CH:11][C:12]([C:15](=[O:2])[CH2:16][CH2:17][CH2:18][OH:19])=[CH:13][CH:14]=2)[CH2:8][CH2:7]1, predict the reactants needed to synthesize it. The reactants are: S(=O)(=O)(O)[OH:2].[CH:6]1([C:9]2[CH:14]=[CH:13][C:12]([C:15]#[C:16][CH2:17][CH2:18][OH:19])=[CH:11][CH:10]=2)[CH2:8][CH2:7]1. (5) Given the product [S:1]1[CH:5]=[CH:4][N:3]=[C:2]1[NH:6][S:7]([C:10]1[CH:11]=[C:12]2[C:17](=[CH:18][CH:19]=1)[NH:16][CH2:15][CH2:14][CH2:13]2)(=[O:9])=[O:8], predict the reactants needed to synthesize it. The reactants are: [S:1]1[CH:5]=[CH:4][N:3]=[C:2]1[NH:6][S:7]([C:10]1[CH:11]=[C:12]2[C:17](=[CH:18][CH:19]=1)[N:16](C=O)[CH2:15][CH2:14][CH2:13]2)(=[O:9])=[O:8].[OH-].[K+]. (6) The reactants are: [F:8][C:7]([F:10])([F:9])[C:6](O[C:6](=[O:11])[C:7]([F:10])([F:9])[F:8])=[O:11].[NH2:14][C:15]1[CH:16]=[C:17]2[C:21](=[CH:22][CH:23]=1)[NH:20][N:19]=[CH:18]2. Given the product [F:10][C:7]([F:8])([F:9])[C:6]([NH:14][C:15]1[CH:16]=[C:17]2[C:21](=[CH:22][CH:23]=1)[NH:20][N:19]=[CH:18]2)=[O:11], predict the reactants needed to synthesize it. (7) Given the product [NH2:24][C:20]1[CH:19]=[C:18]([C:8]2[N:6]3[N:7]=[C:2]([N:31]4[CH2:30][CH:29]5[CH2:25][N:26]([C:33]([O:35][C:36]([CH3:39])([CH3:38])[CH3:37])=[O:34])[CH2:27][CH:28]5[CH2:32]4)[CH:3]=[CH:4][C:5]3=[N:10][C:9]=2[C:11]2[CH:16]=[CH:15][C:14]([Cl:17])=[CH:13][CH:12]=2)[CH:23]=[CH:22][N:21]=1, predict the reactants needed to synthesize it. The reactants are: Cl[C:2]1[CH:3]=[CH:4][C:5]2[N:6]([C:8]([C:18]3[CH:23]=[CH:22][N:21]=[C:20]([NH2:24])[CH:19]=3)=[C:9]([C:11]3[CH:16]=[CH:15][C:14]([Cl:17])=[CH:13][CH:12]=3)[N:10]=2)[N:7]=1.[CH2:25]1[CH:29]2[CH2:30][NH:31][CH2:32][CH:28]2[CH2:27][N:26]1[C:33]([O:35][C:36]([CH3:39])([CH3:38])[CH3:37])=[O:34]. (8) Given the product [Cl:1][C:2]1[C:3]([C:8]2[CH:9]=[C:10]3[C:14](=[C:15]([O:17][CH2:18][CH2:19][C:20]4[CH:25]=[CH:24][CH:23]=[CH:22][N:21]=4)[CH:16]=2)[NH:13][N:12]=[C:11]3[N:26]2[C:30](=[O:31])[C:29]3[C:28](=[CH:36][CH:35]=[CH:34][CH:33]=3)[C:27]2=[O:37])=[N:4][CH:5]=[CH:6][CH:7]=1, predict the reactants needed to synthesize it. The reactants are: [Cl:1][C:2]1[C:3]([C:8]2[CH:9]=[C:10]3[C:14](=[C:15]([O:17][CH2:18][CH2:19][C:20]4[CH:25]=[CH:24][CH:23]=[CH:22][N:21]=4)[CH:16]=2)[NH:13][N:12]=[C:11]3[NH2:26])=[N:4][CH:5]=[CH:6][CH:7]=1.[C:27](O)(=[O:37])[C:28]1[C:29](=[CH:33][CH:34]=[CH:35][CH:36]=1)[C:30](O)=[O:31].N1(O)C2C=CC=CC=2N=N1.Cl.CN(C)CCCN=C=NCC.C(=O)([O-])O.[Na+]. (9) Given the product [ClH:1].[ClH:1].[ClH:1].[NH:9]1[CH2:14][CH2:13][CH:12]([CH2:15][CH:16]([N:31]([CH3:33])[CH3:32])[CH2:17][CH:18]2[CH2:19][CH2:20][NH:21][CH2:22][CH2:23]2)[CH2:11][CH2:10]1, predict the reactants needed to synthesize it. The reactants are: [ClH:1].C(OC([N:9]1[CH2:14][CH2:13][CH:12]([CH2:15][CH:16]([N:31]([CH3:33])[CH3:32])[CH2:17][CH:18]2[CH2:23][CH2:22][N:21](C(OC(C)(C)C)=O)[CH2:20][CH2:19]2)[CH2:11][CH2:10]1)=O)(C)(C)C.